This data is from Peptide-MHC class I binding affinity with 185,985 pairs from IEDB/IMGT. The task is: Regression. Given a peptide amino acid sequence and an MHC pseudo amino acid sequence, predict their binding affinity value. This is MHC class I binding data. (1) The peptide sequence is DAKLIITTY. The MHC is HLA-B35:01 with pseudo-sequence HLA-B35:01. The binding affinity (normalized) is 0.266. (2) The peptide sequence is VLIAGIILL. The MHC is HLA-B07:02 with pseudo-sequence HLA-B07:02. The binding affinity (normalized) is 0.150.